Dataset: Reaction yield outcomes from USPTO patents with 853,638 reactions. Task: Predict the reaction yield, written as a fraction of the theoretical maximum amount of product (1.0 means a 100% yield; for example, 0.34 means a 34% yield). (1) The reactants are [OH:1][C:2]1[CH:16]=[CH:15][C:5]([CH2:6][C@@H:7]2[O:11][C:10]([CH3:13])([CH3:12])[O:9][C:8]2=[O:14])=[CH:4][CH:3]=1.[CH2:17]([SiH](CC)CC)[CH3:18].C(O)C. The catalyst is C(Cl)Cl.Cl[Ti](Cl)(Cl)Cl. The product is [CH2:17]([O:9][C:8](=[O:14])[C@@H:7]([O:11][CH:10]([CH3:13])[CH3:12])[CH2:6][C:5]1[CH:15]=[CH:16][C:2]([OH:1])=[CH:3][CH:4]=1)[CH3:18]. The yield is 0.700. (2) The reactants are C([Cl:4])(=O)C.[CH3:5][O:6][CH2:7][CH2:8][C@H:9]1[CH2:14][N:13]([C:15]2[C:24]3[N:23]=[C:22]([C:25]([F:28])([F:27])[F:26])[S:21][C:20]=3[NH:19][C:18]3[CH:29]=[CH:30][CH:31]=[CH:32][C:17]=3[N:16]=2)[CH2:12][CH2:11][N:10]1[CH2:33][CH2:34][OH:35]. The catalyst is C(O)C. The product is [ClH:4].[ClH:4].[CH3:5][O:6][CH2:7][CH2:8][CH:9]1[CH2:14][N:13]([C:15]2[C:24]3[N:23]=[C:22]([C:25]([F:28])([F:27])[F:26])[S:21][C:20]=3[NH:19][C:18]3[CH:29]=[CH:30][CH:31]=[CH:32][C:17]=3[N:16]=2)[CH2:12][CH2:11][N:10]1[CH2:33][CH2:34][OH:35]. The yield is 0.798. (3) The reactants are [N+:1]([C:4]1[CH:5]=[C:6]([CH:9]=[CH:10][CH:11]=1)[CH:7]=[O:8])([O-:3])=[O:2].[CH2:12](O)[CH2:13][OH:14].CC1C=CC(S(O)(=O)=O)=CC=1. The catalyst is C1(C)C=CC=CC=1. The product is [N+:1]([C:4]1[CH:5]=[C:6]([CH:7]2[O:14][CH2:13][CH2:12][O:8]2)[CH:9]=[CH:10][CH:11]=1)([O-:3])=[O:2]. The yield is 0.950. (4) The product is [CH:1]([C:3]1[CH:4]=[CH:5][C:6]([O:13][CH3:14])=[C:7]([CH:12]=1)[C:8]([OH:10])=[O:9])=[O:2]. The yield is 0.730. The catalyst is CC(O)=O. The reactants are [CH:1]([C:3]1[CH:4]=[CH:5][C:6]([O:13][CH3:14])=[C:7]([CH:12]=1)[C:8]([O:10]C)=[O:9])=[O:2].Cl. (5) The reactants are [C:1]([N:5]([C:14]1[CH:28]=[CH:27][C:17]([C:18]([NH:20][C:21]2[CH:26]=[CH:25][CH:24]=[CH:23][N:22]=2)=[O:19])=[C:16]([CH3:29])[CH:15]=1)[O:6][Si](C(C)(C)C)(C)C)([CH3:4])([CH3:3])[CH3:2].[F-].C([N+](CCCC)(CCCC)CCCC)CCC.O.[NH4+].[Cl-]. The catalyst is C1COCC1.C(OCC)(=O)C. The product is [C:1]([N:5]([C:14]1[CH:28]=[CH:27][C:17]([C:18]([NH:20][C:21]2[CH:26]=[CH:25][CH:24]=[CH:23][N:22]=2)=[O:19])=[C:16]([CH3:29])[CH:15]=1)[OH:6])([CH3:4])([CH3:3])[CH3:2]. The yield is 0.600. (6) The reactants are [NH:1]1[CH2:6][CH2:5][NH:4][CH2:3][CH2:2]1.Cl[CH2:8][C:9]([CH3:12])([OH:11])[CH3:10]. The catalyst is C(O)C. The product is [CH3:8][C:9]([OH:11])([CH3:12])[CH2:10][N:1]1[CH2:6][CH2:5][NH:4][CH2:3][CH2:2]1. The yield is 0.600. (7) The product is [I:1][C:2]1[CH:3]=[C:4]2[C:9](=[CH:10][CH:11]=1)[N:8]=[CH:7][N:6]([CH2:16][C:17]1[CH:22]=[CH:21][C:20]([O:23][CH3:24])=[CH:19][CH:18]=1)[C:5]2=[O:12]. The reactants are [I:1][C:2]1[CH:3]=[C:4]2[C:9](=[CH:10][CH:11]=1)[NH:8][CH:7]=[N:6][C:5]2=[O:12].[H-].[Na+].Cl[CH2:16][C:17]1[CH:22]=[CH:21][C:20]([O:23][CH3:24])=[CH:19][CH:18]=1.O. The yield is 0.960. The catalyst is C1COCC1. (8) The reactants are [CH2:1]([N:3]([CH2:15][CH3:16])[CH2:4][CH2:5][CH2:6][O:7][C:8]1[CH:13]=[CH:12][C:11]([NH2:14])=[CH:10][CH:9]=1)[CH3:2].[F:17][C:18]1[CH:26]=[C:25]2[C:21]([C:22](=[CH:28]O)[C:23](=[O:27])[NH:24]2)=[CH:20][CH:19]=1. No catalyst specified. The product is [CH2:15]([N:3]([CH2:1][CH3:2])[CH2:4][CH2:5][CH2:6][O:7][C:8]1[CH:9]=[CH:10][C:11]([NH:14][CH:28]=[C:22]2[C:21]3[C:25](=[CH:26][C:18]([F:17])=[CH:19][CH:20]=3)[NH:24][C:23]2=[O:27])=[CH:12][CH:13]=1)[CH3:16]. The yield is 0.610. (9) The reactants are Cl[C:2]1[N:7]=[C:6]([CH2:8][C:9]([C:11]2[CH:16]=[CH:15][C:14]([F:17])=[CH:13][CH:12]=2)=[O:10])[CH:5]=[CH:4][N:3]=1. The catalyst is C(N)(C)C. The product is [F:17][C:14]1[CH:15]=[CH:16][C:11]([C:9](=[O:10])[CH2:8][C:6]2[CH:5]=[CH:4][N:3]=[C:2]([NH:7][CH:6]([CH3:8])[CH3:5])[N:7]=2)=[CH:12][CH:13]=1. The yield is 0.770. (10) The reactants are C([O:8][C:9]1[CH:14]=[C:13]([O:15]CC2C=CC=CC=2)[C:12]([C:23]([CH3:25])=[CH2:24])=[CH:11][C:10]=1[C:26]([N:28]1[CH2:36][C:35]2[C:30](=[CH:31][CH:32]=[CH:33][C:34]=2[O:37][CH2:38][CH2:39][O:40][CH2:41][CH2:42][O:43][CH3:44])[CH2:29]1)=[O:27])C1C=CC=CC=1. The catalyst is CO.[Pd]. The product is [OH:8][C:9]1[CH:14]=[C:13]([OH:15])[C:12]([CH:23]([CH3:25])[CH3:24])=[CH:11][C:10]=1[C:26]([N:28]1[CH2:36][C:35]2[C:30](=[CH:31][CH:32]=[CH:33][C:34]=2[O:37][CH2:38][CH2:39][O:40][CH2:41][CH2:42][O:43][CH3:44])[CH2:29]1)=[O:27]. The yield is 0.160.